From a dataset of Peptide-MHC class I binding affinity with 185,985 pairs from IEDB/IMGT. Regression. Given a peptide amino acid sequence and an MHC pseudo amino acid sequence, predict their binding affinity value. This is MHC class I binding data. (1) The peptide sequence is SPADERAVA. The MHC is HLA-A03:01 with pseudo-sequence HLA-A03:01. The binding affinity (normalized) is 0.0847. (2) The peptide sequence is LSIIFGRSY. The MHC is HLA-B27:03 with pseudo-sequence HLA-B27:03. The binding affinity (normalized) is 0.0847. (3) The peptide sequence is QLVDAIDNI. The MHC is HLA-A02:01 with pseudo-sequence HLA-A02:01. The binding affinity (normalized) is 0.534.